From a dataset of Forward reaction prediction with 1.9M reactions from USPTO patents (1976-2016). Predict the product of the given reaction. (1) Given the reactants [C:1]([C:3]1[CH:4]=[C:5]([CH:27]=[CH:28][C:29]=1[CH3:30])[C:6]([NH:8][C:9]1[CH:14]=[CH:13][C:12]([CH2:15][N:16]2[CH2:21][CH2:20][N:19]([CH3:22])[CH2:18][CH2:17]2)=[C:11]([C:23]([F:26])([F:25])[F:24])[CH:10]=1)=[O:7])#[CH:2].Br[C:32]1[CH:41]=[C:40]2[C:35]([C:36](=[O:42])[NH:37][CH:38]=[N:39]2)=[CH:34][CH:33]=1, predict the reaction product. The product is: [O:42]=[C:36]1[C:35]2[C:40](=[CH:41][C:32]([C:2]#[C:1][C:3]3[CH:4]=[C:5]([CH:27]=[CH:28][C:29]=3[CH3:30])[C:6]([NH:8][C:9]3[CH:14]=[CH:13][C:12]([CH2:15][N:16]4[CH2:17][CH2:18][N:19]([CH3:22])[CH2:20][CH2:21]4)=[C:11]([C:23]([F:25])([F:24])[F:26])[CH:10]=3)=[O:7])=[CH:33][CH:34]=2)[N:39]=[CH:38][NH:37]1. (2) Given the reactants [N+:1]([C:4]1[CH:17]=[C:16]([C:18]2[S:19][CH:20]=[CH:21][CH:22]=2)[CH:15]=[CH:14][C:5]=1[O:6][Si:7]([C:10]([CH3:13])([CH3:12])[CH3:11])([CH3:9])[CH3:8])([O-])=O.CO, predict the reaction product. The product is: [NH2:1][C:4]1[CH:17]=[C:16]([C:18]2[S:19][CH:20]=[CH:21][CH:22]=2)[CH:15]=[CH:14][C:5]=1[O:6][Si:7]([C:10]([CH3:13])([CH3:12])[CH3:11])([CH3:9])[CH3:8]. (3) The product is: [C:18]([C:10]1[C:9]2[C:4](=[CH:5][CH:6]=[C:7]([C:11]#[N:12])[CH:8]=2)[NH:3][C:2]=1[CH3:1])(=[O:20])[CH3:19]. Given the reactants [CH3:1][C:2]1[NH:3][C:4]2[C:9]([CH:10]=1)=[CH:8][C:7]([C:11]#[N:12])=[CH:6][CH:5]=2.[Sn](Cl)(Cl)(Cl)Cl.[C:18](Cl)(=[O:20])[CH3:19].[OH-].[Na+], predict the reaction product.